This data is from Catalyst prediction with 721,799 reactions and 888 catalyst types from USPTO. The task is: Predict which catalyst facilitates the given reaction. Reactant: [C:1]([C:4]1[CH:9]=[CH:8][C:7]([C:10]2[CH:15]=[CH:14][C:13]([CH2:16][C@H:17]([NH:20][C:21]([C:23]3([NH:29]C(=O)OC(C)(C)C)[CH2:28][CH2:27][O:26][CH2:25][CH2:24]3)=[O:22])[C:18]#[N:19])=[CH:12][CH:11]=2)=[CH:6][C:5]=1[F:37])(=[O:3])[NH2:2]. Product: [NH2:29][C:23]1([C:21]([NH:20][C@H:17]([C:18]#[N:19])[CH2:16][C:13]2[CH:12]=[CH:11][C:10]([C:7]3[CH:8]=[CH:9][C:4]([C:1](=[O:3])[NH2:2])=[C:5]([F:37])[CH:6]=3)=[CH:15][CH:14]=2)=[O:22])[CH2:24][CH2:25][O:26][CH2:27][CH2:28]1. The catalyst class is: 106.